From a dataset of Reaction yield outcomes from USPTO patents with 853,638 reactions. Predict the reaction yield, written as a fraction of the theoretical maximum amount of product (1.0 means a 100% yield; for example, 0.34 means a 34% yield). The reactants are [Cl:1][C:2]1[CH:7]=[C:6]([C:8]([F:11])([F:10])[F:9])[CH:5]=[C:4]([Cl:12])[C:3]=1[N:13]1[C:17]([OH:18])=[CH:16][C:15]([C:19]#[N:20])=[N:14]1.N1C=CC=CC=1.Cl[C:28]([F:32])([F:31])[S:29]Cl.[Cl:33]CCl. No catalyst specified. The product is [Cl:1][C:2]1[CH:7]=[C:6]([C:8]([F:10])([F:11])[F:9])[CH:5]=[C:4]([Cl:12])[C:3]=1[N:13]1[C:17]([OH:18])=[C:16]([Cl:33])[CH:15]([C:19]#[N:20])[N:14]1[S:29][CH:28]([F:32])[F:31]. The yield is 0.710.